Dataset: Full USPTO retrosynthesis dataset with 1.9M reactions from patents (1976-2016). Task: Predict the reactants needed to synthesize the given product. (1) Given the product [CH3:27][N:28]([CH3:33])[S:29](=[O:31])(=[O:30])[O:20][C:17]1[CH:18]=[CH:19][C:14]([CH2:13][CH2:12][C:8]2[CH:9]=[N:10][C:11]3[C:2]([NH2:1])=[N:3][C:4]4[CH:25]=[C:24]([CH3:26])[CH:23]=[CH:22][C:5]=4[C:6]=3[CH:7]=2)=[C:15]([CH3:21])[CH:16]=1, predict the reactants needed to synthesize it. The reactants are: [NH2:1][C:2]1[C:11]2[N:10]=[CH:9][C:8]([CH2:12][CH2:13][C:14]3[CH:19]=[CH:18][C:17]([OH:20])=[CH:16][C:15]=3[CH3:21])=[CH:7][C:6]=2[C:5]2[CH:22]=[CH:23][C:24]([CH3:26])=[CH:25][C:4]=2[N:3]=1.[CH3:27][N:28]([CH3:33])[S:29](Cl)(=[O:31])=[O:30]. (2) Given the product [Cl:1][C:2]1[CH:10]=[C:9]2[C:5]([C:6]([C:11]([OH:34])=[O:12])=[CH:7][NH:8]2)=[CH:4][C:3]=1[C:13]1[CH:14]=[CH:15][C:16]([O:19][CH2:20][CH2:21][N:22]2[CH2:23][CH2:24][O:25][CH2:26][CH2:27]2)=[CH:17][CH:18]=1, predict the reactants needed to synthesize it. The reactants are: [Cl:1][C:2]1[CH:10]=[C:9]2[C:5]([C:6]([CH:11]=[O:12])=[CH:7][NH:8]2)=[CH:4][C:3]=1[C:13]1[CH:18]=[CH:17][C:16]([O:19][CH2:20][CH2:21][N:22]2[CH2:27][CH2:26][O:25][CH2:24][CH2:23]2)=[CH:15][CH:14]=1.CC(=CC)C.Cl([O-])=[O:34].[Na+].OP([O-])(O)=O.[Na+]. (3) Given the product [C:26]([C:28]1[CH:33]=[CH:32][C:31]([C:2]2[N:3]=[CH:4][C:5]([C:8]([NH:10][C:11]3[CH:25]=[CH:24][C:14]4[CH2:15][CH2:16][N:17]([CH:20]5[CH2:23][CH2:22][CH2:21]5)[CH2:18][CH2:19][C:13]=4[CH:12]=3)=[O:9])=[N:6][CH:7]=2)=[CH:30][CH:29]=1)#[N:27], predict the reactants needed to synthesize it. The reactants are: Cl[C:2]1[N:3]=[CH:4][C:5]([C:8]([NH:10][C:11]2[CH:25]=[CH:24][C:14]3[CH2:15][CH2:16][N:17]([CH:20]4[CH2:23][CH2:22][CH2:21]4)[CH2:18][CH2:19][C:13]=3[CH:12]=2)=[O:9])=[N:6][CH:7]=1.[C:26]([C:28]1[CH:33]=[CH:32][C:31](B(O)O)=[CH:30][CH:29]=1)#[N:27]. (4) Given the product [ClH:33].[ClH:33].[CH2:1]([C:5]1[N:10]=[N:9][C:8]([O:11][CH:12]2[CH2:13][CH2:14][CH:15]([NH:18][CH3:19])[CH2:16][CH2:17]2)=[CH:7][C:6]=1[C:20]1[CH:21]=[CH:22][C:23]([O:26][CH:27]2[CH2:32][CH2:31][CH2:30][CH2:29][CH2:28]2)=[CH:24][CH:25]=1)[CH2:2][CH2:3][CH3:4], predict the reactants needed to synthesize it. The reactants are: [CH2:1]([C:5]1[N:10]=[N:9][C:8]([O:11][C@H:12]2[CH2:17][CH2:16][C@H:15]([NH:18][CH3:19])[CH2:14][CH2:13]2)=[CH:7][C:6]=1[C:20]1[CH:25]=[CH:24][C:23]([O:26][CH:27]2[CH2:32][CH2:31][CH2:30][CH2:29][CH2:28]2)=[CH:22][CH:21]=1)[CH2:2][CH2:3][CH3:4].[ClH:33]. (5) Given the product [F:54][CH2:55][CH2:56][NH:57][C:25]([C:8]1[C:5]2=[N:6][CH:7]=[C:2]([CH3:1])[CH:3]=[C:4]2[N:10]([CH2:11][C:12]2[C:17]([CH3:18])=[C:16]([O:19][CH2:20][C:21]([F:22])([F:24])[F:23])[CH:15]=[CH:14][N:13]=2)[CH:9]=1)=[O:27], predict the reactants needed to synthesize it. The reactants are: [CH3:1][C:2]1[CH:3]=[C:4]2[N:10]([CH2:11][C:12]3[C:17]([CH3:18])=[C:16]([O:19][CH2:20][C:21]([F:24])([F:23])[F:22])[CH:15]=[CH:14][N:13]=3)[CH:9]=[C:8]([C:25]([OH:27])=O)[C:5]2=[N:6][CH:7]=1.C(N(CC)CC)C.CCCP1(OP(CCC)(=O)OP(CCC)(=O)O1)=O.Cl.[F:54][CH2:55][CH2:56][NH2:57]. (6) Given the product [F:1][C:2]1[CH:8]=[C:7]([O:9][C:10]2[C:11]3[N:18]([CH3:19])[CH:17]=[CH:16][C:12]=3[N:13]=[CH:14][N:15]=2)[CH:6]=[CH:5][C:3]=1[NH:4][C:28]([NH:45][C:44]1[CH:46]=[CH:47][CH:48]=[C:42]([O:41][C:40]([F:49])([F:50])[F:39])[CH:43]=1)=[O:30], predict the reactants needed to synthesize it. The reactants are: [F:1][C:2]1[CH:8]=[C:7]([O:9][C:10]2[C:11]3[N:18]([CH3:19])[CH:17]=[CH:16][C:12]=3[N:13]=[CH:14][N:15]=2)[CH:6]=[CH:5][C:3]=1[NH2:4].C(N(CC)CC)C.Cl[C:28](Cl)([O:30]C(=O)OC(Cl)(Cl)Cl)Cl.[F:39][C:40]([F:50])([F:49])[O:41][C:42]1[CH:43]=[C:44]([CH:46]=[CH:47][CH:48]=1)[NH2:45]. (7) Given the product [CH2:1]([N:3]1[C:7]2[N:8]=[C:9]([C:19]3[CH:25]=[CH:24][C:22]([NH:23][C:39]([NH:38][C:34]4[S:33][CH:37]=[CH:36][CH:35]=4)=[O:40])=[CH:21][CH:20]=3)[N:10]=[C:11]([N:12]3[CH2:17][CH2:16][O:15][CH2:14][C@@H:13]3[CH3:18])[C:6]=2[N:5]=[N:4]1)[CH3:2], predict the reactants needed to synthesize it. The reactants are: [CH2:1]([N:3]1[C:7]2[N:8]=[C:9]([C:19]3[CH:25]=[CH:24][C:22]([NH2:23])=[CH:21][CH:20]=3)[N:10]=[C:11]([N:12]3[CH2:17][CH2:16][O:15][CH2:14][C@@H:13]3[CH3:18])[C:6]=2[N:5]=[N:4]1)[CH3:2].CCN(CC)CC.[S:33]1[CH:37]=[CH:36][CH:35]=[C:34]1[N:38]=[C:39]=[O:40]. (8) The reactants are: [C:1]1([C:7]2[C:8]3[CH2:9][CH2:10][NH:11][CH2:12][C:13]=3[C:14]3[NH:19][C:18](=[O:20])[C:17](=[O:21])[C:15]=3[CH:16]=2)[CH:6]=[CH:5][CH:4]=[CH:3][CH:2]=1.[CH2:22](Br)[C:23]#[CH:24]. Given the product [CH2:24]([N:11]1[CH2:10][CH2:9][C:8]2[C:7]([C:1]3[CH:2]=[CH:3][CH:4]=[CH:5][CH:6]=3)=[CH:16][C:15]3[C:17](=[O:21])[C:18](=[O:20])[NH:19][C:14]=3[C:13]=2[CH2:12]1)[C:23]#[CH:22], predict the reactants needed to synthesize it. (9) Given the product [Cl:17][C:6]1[CH:7]=[CH:8][C:9]2[C:10](=[O:11])[N:12]([CH3:13])[CH2:14][CH2:15][O:16][C:4]=2[N:5]=1, predict the reactants needed to synthesize it. The reactants are: [H-].[Na+].Cl[C:4]1[C:9]([C:10]([N:12]([CH2:14][CH2:15][OH:16])[CH3:13])=[O:11])=[CH:8][CH:7]=[C:6]([Cl:17])[N:5]=1.O.